From a dataset of Reaction yield outcomes from USPTO patents with 853,638 reactions. Predict the reaction yield, written as a fraction of the theoretical maximum amount of product (1.0 means a 100% yield; for example, 0.34 means a 34% yield). (1) The product is [O:10]=[C:2]1[C:3](=[C:27]2[C:31]3[C:30](=[CH:35][CH:34]=[CH:33][CH:32]=3)[CH:29]([C:36]([OH:38])=[O:37])[O:28]2)[C:4]2[C:9](=[CH:8][CH:7]=[CH:6][CH:5]=2)[NH:1]1. The reactants are [NH:1]1[C:9]2[C:4](=[CH:5][CH:6]=[CH:7][CH:8]=2)[CH2:3][C:2]1=[O:10].[Li+].C[Si]([N-][Si](C)(C)C)(C)C.C1COCC1.O=[C:27]1[C:31]2[CH:32]=[CH:33][CH:34]=[CH:35][C:30]=2[CH:29]([C:36]([O-:38])=[O:37])[O:28]1.[Li+]. The catalyst is C(COC)OC. The yield is 0.130. (2) The reactants are [Cl:1][C:2]1[CH:8]=[C:7]([Cl:9])[CH:6]=[CH:5][C:3]=1[NH2:4].[H-].[Na+].Cl[C:13]1[C:22]2[C:17](=[CH:18][C:19]3[CH:26]=[C:25]([O:27][CH3:28])[CH:24]=[CH:23][C:20]=3[CH:21]=2)[N:16]=[CH:15][C:14]=1[C:29]#[N:30]. The catalyst is CN(C=O)C. The product is [Cl:1][C:2]1[CH:8]=[C:7]([Cl:9])[CH:6]=[CH:5][C:3]=1[NH:4][C:13]1[C:22]2[C:17](=[CH:18][C:19]3[CH:26]=[C:25]([O:27][CH3:28])[CH:24]=[CH:23][C:20]=3[CH:21]=2)[N:16]=[CH:15][C:14]=1[C:29]#[N:30]. The yield is 0.821. (3) The reactants are [Br:1][C:2]1[C:3]([CH3:12])=[C:4]([CH:9]=[CH:10][CH:11]=1)[C:5]([O:7][CH3:8])=[O:6].[Br:13]N1C(=O)CCC1=O. The catalyst is C(Cl)(Cl)(Cl)Cl.C(OOC(=O)C1C=CC=CC=1)(=O)C1C=CC=CC=1. The product is [Br:1][C:2]1[C:3]([CH2:12][Br:13])=[C:4]([CH:9]=[CH:10][CH:11]=1)[C:5]([O:7][CH3:8])=[O:6]. The yield is 1.00. (4) The reactants are [H-].[Na+].[CH:3]1([S:6]([NH2:9])(=[O:8])=[O:7])[CH2:5][CH2:4]1.[CH2:10]([C@@H:17]1[CH2:21][O:20][C:19](=[O:22])[N:18]1[C:23]1[CH:24]=[C:25]([CH:29]2[C:38]([CH3:40])([CH3:39])[CH2:37][C:36]3[C:31](=[CH:32][CH:33]=[C:34]([C:41](O)=[O:42])[CH:35]=3)[NH:30]2)[CH:26]=[CH:27][CH:28]=1)[C:11]1[CH:16]=[CH:15][CH:14]=[CH:13][CH:12]=1.C(N1C=CN=C1)(N1C=CN=C1)=O.CS(N)(=O)=O. The catalyst is CN(C)C=O. The product is [CH2:10]([C@@H:17]1[CH2:21][O:20][C:19](=[O:22])[N:18]1[C:23]1[CH:24]=[C:25]([CH:29]2[C:38]([CH3:40])([CH3:39])[CH2:37][C:36]3[C:31](=[CH:32][CH:33]=[C:34]([C:41]([NH:9][S:6]([CH:3]4[CH2:5][CH2:4]4)(=[O:8])=[O:7])=[O:42])[CH:35]=3)[NH:30]2)[CH:26]=[CH:27][CH:28]=1)[C:11]1[CH:16]=[CH:15][CH:14]=[CH:13][CH:12]=1. The yield is 0.200.